This data is from Forward reaction prediction with 1.9M reactions from USPTO patents (1976-2016). The task is: Predict the product of the given reaction. (1) Given the reactants [NH2:1][C:2]1[C:9]([O:10][CH3:11])=[CH:8][C:7]([Br:12])=[CH:6][C:3]=1[CH:4]=O.[NH2:13][C:14](N)=[O:15], predict the reaction product. The product is: [Br:12][C:7]1[CH:6]=[C:3]2[C:2](=[C:9]([O:10][CH3:11])[CH:8]=1)[NH:1][C:14](=[O:15])[N:13]=[CH:4]2. (2) The product is: [CH2:19]([O:26][C:27]([NH:29][C@H:30]([C:34]([N:17]([CH3:18])[C@@H:12]([C@@H:13]([CH3:16])[CH2:14][CH3:15])[C@H:3]([O:2][CH3:1])[CH2:4][C:5]([O:7][C:8]([CH3:11])([CH3:10])[CH3:9])=[O:6])=[O:36])[CH:31]([CH3:32])[CH3:33])=[O:28])[C:20]1[CH:21]=[CH:22][CH:23]=[CH:24][CH:25]=1. Given the reactants [CH3:1][O:2][C@@H:3]([C@@H:12]([NH:17][CH3:18])[C@@H:13]([CH3:16])[CH2:14][CH3:15])[CH2:4][C:5]([O:7][C:8]([CH3:11])([CH3:10])[CH3:9])=[O:6].[CH2:19]([O:26][C:27]([NH:29][C@H:30]([C:34]([OH:36])=O)[CH:31]([CH3:33])[CH3:32])=[O:28])[C:20]1[CH:25]=[CH:24][CH:23]=[CH:22][CH:21]=1.F[B-](F)(F)F.BrC1C=CC=C[N+]=1CC.C(N(CC)C(C)C)(C)C.[Cl-].[Na+], predict the reaction product. (3) Given the reactants [CH3:1][O:2][CH2:3][CH:4]1[CH2:8][N:7]([C:9](OC(C)(C)C)=[O:10])[CH:6]([C:16]2[NH:20][C:19]3[C:21]4[C:26]([CH:27]=[CH:28][C:18]=3[N:17]=2)=[CH:25][C:24]2[C:29]3[C:34]([CH2:35][O:36][C:23]=2[CH:22]=4)=[CH:33][C:32]([B:37]2[O:41][C:40]([CH3:43])([CH3:42])[C:39]([CH3:45])([CH3:44])[O:38]2)=[CH:31][CH:30]=3)[CH2:5]1.Cl.[CH3:47][O:48][C@H:49]([CH3:59])[C@H:50]([NH:54][C:55]([O:57][CH3:58])=[O:56])C(O)=O.CN(C(ON1N=NC2C=CC=NC1=2)=[N+](C)C)C.F[P-](F)(F)(F)(F)F.CCN(C(C)C)C(C)C, predict the reaction product. The product is: [CH3:58][O:57][C:55](=[O:56])[NH:54][CH:50]([CH:49]([O:48][CH3:47])[CH3:59])[C:9]([N:7]1[CH2:8][CH:4]([CH2:3][O:2][CH3:1])[CH2:5][CH:6]1[C:16]1[NH:20][C:19]2[C:21]3[C:26]([CH:27]=[CH:28][C:18]=2[N:17]=1)=[CH:25][C:24]1[C:29]2[C:34]([CH2:35][O:36][C:23]=1[CH:22]=3)=[CH:33][C:32]([B:37]1[O:38][C:39]([CH3:44])([CH3:45])[C:40]([CH3:43])([CH3:42])[O:41]1)=[CH:31][CH:30]=2)=[O:10].